This data is from Full USPTO retrosynthesis dataset with 1.9M reactions from patents (1976-2016). The task is: Predict the reactants needed to synthesize the given product. (1) Given the product [CH3:16][Sn:17]([CH3:23])([CH3:22])[C:2]1[CH:3]=[C:4]([NH:8][C:9](=[O:15])[O:10][C:11]([CH3:14])([CH3:13])[CH3:12])[CH:5]=[N:6][CH:7]=1, predict the reactants needed to synthesize it. The reactants are: Br[C:2]1[CH:3]=[C:4]([NH:8][C:9](=[O:15])[O:10][C:11]([CH3:14])([CH3:13])[CH3:12])[CH:5]=[N:6][CH:7]=1.[CH3:16][Sn:17]([CH3:23])([CH3:22])[Sn:17]([CH3:23])([CH3:22])[CH3:16]. (2) Given the product [N:1]([CH:4]([C:6]1[CH:7]=[CH:8][C:9]2[S:13][C:12]([CH3:14])=[N:11][C:10]=2[C:15]=1[C:22]1[CH:21]=[CH:20][CH:19]=[C:18]([F:17])[CH:23]=1)[CH3:5])=[N+:2]=[N-:3], predict the reactants needed to synthesize it. The reactants are: [N:1]([CH:4]([C:6]1[CH:7]=[CH:8][C:9]2[S:13][C:12]([CH3:14])=[N:11][C:10]=2[C:15]=1Br)[CH3:5])=[N+:2]=[N-:3].[F:17][C:18]1[CH:19]=[C:20](B(O)O)[CH:21]=[CH:22][CH:23]=1.C(=O)([O-])[O-].[Na+].[Na+].O. (3) Given the product [CH3:1][C:2]1[CH:7]=[CH:6][N:5]=[CH:4][C:3]=1[C:8](=[O:10])[CH2:9][Cl:18], predict the reactants needed to synthesize it. The reactants are: [CH3:1][C:2]1[CH:7]=[CH:6][N:5]=[CH:4][C:3]=1[C:8](=[O:10])[CH3:9].Cl.CCOCC.Cl.[Cl:18]N1C(=O)CCC1=O. (4) Given the product [C:21]([O:25][C:26](=[O:56])[NH:27][C:28]1([C:32]2[CH:37]=[CH:36][C:35]([C:38]3[C:47](=[O:48])[C:46]4[C:41](=[C:42]([C:62]#[C:61][Si:58]([CH3:60])([CH3:59])[CH3:57])[CH:43]=[CH:44][CH:45]=4)[O:40][C:39]=3[C:50]3[CH:55]=[CH:54][CH:53]=[CH:52][CH:51]=3)=[CH:34][CH:33]=2)[CH2:31][CH2:30][CH2:29]1)([CH3:24])([CH3:23])[CH3:22], predict the reactants needed to synthesize it. The reactants are: C(P(C(C)(C)C)C(C)(C)C)(C)(C)C.C(NC(C)C)(C)C.[C:21]([O:25][C:26](=[O:56])[NH:27][C:28]1([C:32]2[CH:37]=[CH:36][C:35]([C:38]3[C:47](=[O:48])[C:46]4[C:41](=[C:42](Br)[CH:43]=[CH:44][CH:45]=4)[O:40][C:39]=3[C:50]3[CH:55]=[CH:54][CH:53]=[CH:52][CH:51]=3)=[CH:34][CH:33]=2)[CH2:31][CH2:30][CH2:29]1)([CH3:24])([CH3:23])[CH3:22].[CH3:57][Si:58]([C:61]#[CH:62])([CH3:60])[CH3:59]. (5) Given the product [C:31]([CH:18]1[CH2:17][CH2:16][N:15]([CH2:14][C:8]2([C:6]([O:5][C:1]([CH3:2])([CH3:4])[CH3:3])=[O:7])[CH2:13][CH2:12][O:11][CH2:10][CH2:9]2)[CH2:20][CH2:19]1)#[N:32], predict the reactants needed to synthesize it. The reactants are: [C:1]([O:5][C:6]([C:8]1([CH2:14][N:15]2[CH2:20][CH2:19][C:18](=O)[CH2:17][CH2:16]2)[CH2:13][CH2:12][O:11][CH2:10][CH2:9]1)=[O:7])([CH3:4])([CH3:3])[CH3:2].C1(C)C=CC(S([CH2:31][N+:32]#[C-])(=O)=O)=CC=1.C(O)C.CC(C)([O-])C.[K+].C([O-])(O)=O.[Na+]. (6) Given the product [CH:22]([C:8]1[C:9]2[C:14](=[CH:13][C:12]([C:15]#[N:16])=[CH:11][CH:10]=2)[NH:6][CH:7]=1)=[O:23], predict the reactants needed to synthesize it. The reactants are: O=P(Cl)(Cl)Cl.[NH:6]1[C:14]2[C:9](=[CH:10][CH:11]=[C:12]([C:15]#[N:16])[CH:13]=2)[CH:8]=[CH:7]1.[OH-].[Na+].CN([CH:22]=[O:23])C. (7) Given the product [C:27]([O:31][C:32]1[CH:37]=[CH:36][C:35]([C@@H:24]([C:12]2[C:13]([CH:21]([CH3:22])[CH3:23])=[N:14][C:15]3[CH2:16][C:17]([CH3:19])([CH3:20])[CH2:18][C@H:9]([O:8][Si:1]([C:4]([CH3:5])([CH3:6])[CH3:7])([CH3:3])[CH3:2])[C:10]=3[C:11]=2[I:26])[OH:25])=[CH:34][CH:33]=1)([CH3:30])([CH3:28])[CH3:29], predict the reactants needed to synthesize it. The reactants are: [Si:1]([O:8][C@H:9]1[CH2:18][C:17]([CH3:20])([CH3:19])[CH2:16][C:15]2[N:14]=[C:13]([CH:21]([CH3:23])[CH3:22])[C:12]([CH:24]=[O:25])=[C:11]([I:26])[C:10]1=2)([C:4]([CH3:7])([CH3:6])[CH3:5])([CH3:3])[CH3:2].[C:27]([O:31][C:32]1[CH:37]=[CH:36][C:35]([Mg]Br)=[CH:34][CH:33]=1)([CH3:30])([CH3:29])[CH3:28].FC1C=CC([Mg]Br)=CC=1. (8) Given the product [Cl:11][C:12]1[CH:13]=[C:14]([O:10][CH:8]2[CH2:7][NH:6][CH2:5][C:4]3[CH:3]=[CH:2][S:1][C:9]2=3)[CH:15]=[CH:16][C:17]=1[Cl:18], predict the reactants needed to synthesize it. The reactants are: [S:1]1[C:9]2[CH:8]([OH:10])[CH2:7][NH:6][CH2:5][C:4]=2[CH:3]=[CH:2]1.[Cl:11][C:12]1[CH:13]=[C:14](F)[CH:15]=[CH:16][C:17]=1[Cl:18].